Regression. Given two drug SMILES strings and cell line genomic features, predict the synergy score measuring deviation from expected non-interaction effect. From a dataset of NCI-60 drug combinations with 297,098 pairs across 59 cell lines. (1) Drug 1: C1CC(=O)NC(=O)C1N2CC3=C(C2=O)C=CC=C3N. Drug 2: C1=NC(=NC(=O)N1C2C(C(C(O2)CO)O)O)N. Cell line: EKVX. Synergy scores: CSS=5.01, Synergy_ZIP=-1.49, Synergy_Bliss=1.89, Synergy_Loewe=2.75, Synergy_HSA=1.26. (2) Synergy scores: CSS=0.706, Synergy_ZIP=-3.97, Synergy_Bliss=-2.91, Synergy_Loewe=-7.85, Synergy_HSA=-3.37. Drug 2: C(CCl)NC(=O)N(CCCl)N=O. Cell line: SW-620. Drug 1: C(CC(=O)O)C(=O)CN.Cl. (3) Drug 1: C1CC(C1)(C(=O)O)C(=O)O.[NH2-].[NH2-].[Pt+2]. Drug 2: B(C(CC(C)C)NC(=O)C(CC1=CC=CC=C1)NC(=O)C2=NC=CN=C2)(O)O. Cell line: HOP-62. Synergy scores: CSS=63.3, Synergy_ZIP=3.60, Synergy_Bliss=9.26, Synergy_Loewe=-31.9, Synergy_HSA=4.48. (4) Drug 1: CN(C)N=NC1=C(NC=N1)C(=O)N. Drug 2: C#CCC(CC1=CN=C2C(=N1)C(=NC(=N2)N)N)C3=CC=C(C=C3)C(=O)NC(CCC(=O)O)C(=O)O. Cell line: CAKI-1. Synergy scores: CSS=6.12, Synergy_ZIP=-4.12, Synergy_Bliss=-3.44, Synergy_Loewe=-2.55, Synergy_HSA=-2.49. (5) Drug 1: CCC1=CC2CC(C3=C(CN(C2)C1)C4=CC=CC=C4N3)(C5=C(C=C6C(=C5)C78CCN9C7C(C=CC9)(C(C(C8N6C)(C(=O)OC)O)OC(=O)C)CC)OC)C(=O)OC.C(C(C(=O)O)O)(C(=O)O)O. Drug 2: C1=CC(=CC=C1CC(C(=O)O)N)N(CCCl)CCCl.Cl. Cell line: RXF 393. Synergy scores: CSS=31.0, Synergy_ZIP=4.62, Synergy_Bliss=4.00, Synergy_Loewe=-5.15, Synergy_HSA=4.99. (6) Drug 1: C1=CN(C(=O)N=C1N)C2C(C(C(O2)CO)O)O.Cl. Drug 2: CC(C)(C#N)C1=CC(=CC(=C1)CN2C=NC=N2)C(C)(C)C#N. Cell line: SN12C. Synergy scores: CSS=11.8, Synergy_ZIP=-8.89, Synergy_Bliss=0.964, Synergy_Loewe=-11.4, Synergy_HSA=-4.73. (7) Drug 1: CN1CCC(CC1)COC2=C(C=C3C(=C2)N=CN=C3NC4=C(C=C(C=C4)Br)F)OC. Drug 2: N.N.Cl[Pt+2]Cl. Cell line: HOP-62. Synergy scores: CSS=-1.87, Synergy_ZIP=2.02, Synergy_Bliss=0.433, Synergy_Loewe=-6.45, Synergy_HSA=-4.71.